The task is: Predict the reaction yield, written as a fraction of the theoretical maximum amount of product (1.0 means a 100% yield; for example, 0.34 means a 34% yield).. This data is from Reaction yield outcomes from USPTO patents with 853,638 reactions. (1) The reactants are [C:1]([O:5][C:6](=[O:26])[NH:7][C@@H:8]1[CH2:13][CH2:12][CH2:11][C@@H:10]([S:14][CH2:15][C:16]2[C:21]([CH3:22])=[CH:20][C:19]([CH3:23])=[CH:18][C:17]=2[CH3:24])[C@@H:9]1[OH:25])([CH3:4])([CH3:3])[CH3:2].[Si:27](Cl)([C:30]([CH3:33])([CH3:32])[CH3:31])([CH3:29])[CH3:28].N1C=CN=C1. The catalyst is CN(C)C=O. The product is [C:1]([O:5][C:6](=[O:26])[NH:7][C@@H:8]1[CH2:13][CH2:12][CH2:11][C@@H:10]([S:14][CH2:15][C:16]2[C:17]([CH3:24])=[CH:18][C:19]([CH3:23])=[CH:20][C:21]=2[CH3:22])[C@@H:9]1[O:25][Si:27]([C:30]([CH3:33])([CH3:32])[CH3:31])([CH3:29])[CH3:28])([CH3:4])([CH3:2])[CH3:3]. The yield is 0.940. (2) The reactants are [CH3:1][O:2][C:3]([C:5]1([C:8](O)=[O:9])[CH2:7][CH2:6]1)=[O:4].ClC(OCC(C)C)=O.[BH4-].[Na+]. The catalyst is C1COCC1.O. The product is [OH:9][CH2:8][C:5]1([C:3]([O:2][CH3:1])=[O:4])[CH2:7][CH2:6]1. The yield is 0.910. (3) The reactants are [CH3:1][N:2]1[C:6]2[CH:7]=[CH:8][C:9]([N+:11]([O-])=O)=[CH:10][C:5]=2[N:4]([CH3:14])[C:3]1=[O:15].[H][H]. The catalyst is CCOC(C)=O.[Pd]. The product is [NH2:11][C:9]1[CH:8]=[CH:7][C:6]2[N:2]([CH3:1])[C:3](=[O:15])[N:4]([CH3:14])[C:5]=2[CH:10]=1. The yield is 0.680. (4) The reactants are [NH:1]1[CH:5]=[C:4]([C:6]([O:8][CH3:9])=[O:7])[N:3]=[CH:2]1.[H-].[Na+].Br[CH2:13][C:14]#[N:15]. The catalyst is C1COCC1. The product is [C:14]([CH2:13][N:1]1[CH:5]=[C:4]([C:6]([O:8][CH3:9])=[O:7])[N:3]=[CH:2]1)#[N:15]. The yield is 0.500. (5) The reactants are [Na].[C:2]([NH:5][CH:6]([C:12]([O:14][CH2:15][CH3:16])=[O:13])[C:7]([O:9][CH2:10][CH3:11])=[O:8])(=[O:4])[CH3:3].C(O[C:20](=O)/[CH:21]=[CH:22]/CC)C.C(O)(=O)C. The catalyst is C(O)C. The product is [CH2:10]([O:9][C:7]([C:6]1([C:12]([O:14][CH2:15][CH3:16])=[O:13])[CH:20]([CH2:21][CH3:22])[CH2:3][C:2](=[O:4])[NH:5]1)=[O:8])[CH3:11]. The yield is 0.798. (6) The reactants are Br[C:2]1[CH:7]=[CH:6][C:5]([C@@H:8]([NH:10][S@@:11]([C:13]([CH3:16])([CH3:15])[CH3:14])=[O:12])[CH3:9])=[C:4]([F:17])[CH:3]=1.[CH3:18][N:19]1[CH:23]=[C:22](B2OC(C)(C)C(C)(C)O2)[CH:21]=[N:20]1.C(=O)([O-])[O-].[Na+].[Na+].C(Cl)Cl. The catalyst is [NH4+].[Cl-].CCOC(C)=O.C1C=CC(P(C2C=CC=CC=2)[C-]2C=CC=C2)=CC=1.C1C=CC(P(C2C=CC=CC=2)[C-]2C=CC=C2)=CC=1.Cl[Pd]Cl.[Fe+2].COCCOC. The product is [F:17][C:4]1[CH:3]=[C:2]([C:22]2[CH:21]=[N:20][N:19]([CH3:18])[CH:23]=2)[CH:7]=[CH:6][C:5]=1[C@@H:8]([NH:10][S@@:11]([C:13]([CH3:16])([CH3:15])[CH3:14])=[O:12])[CH3:9]. The yield is 0.710. (7) The reactants are [N+:1]([C:4]1[C:9]([CH2:10][OH:11])=[CH:8][CH:7]=[CH:6][C:5]=1[CH2:12][OH:13])([O-:3])=[O:2].CN(C=O)C.N1C=CN=C1.[Si:24](Cl)([C:27]([CH3:30])([CH3:29])[CH3:28])([CH3:26])[CH3:25]. The catalyst is C(OCC)(=O)C. The product is [Si:24]([O:13][CH2:12][C:5]1[C:4]([N+:1]([O-:3])=[O:2])=[C:9]([CH2:10][OH:11])[CH:8]=[CH:7][CH:6]=1)([C:27]([CH3:30])([CH3:29])[CH3:28])([CH3:26])[CH3:25]. The yield is 0.800.